From a dataset of Full USPTO retrosynthesis dataset with 1.9M reactions from patents (1976-2016). Predict the reactants needed to synthesize the given product. (1) Given the product [OH:16][NH:15][C:1](=[NH:2])[CH2:3][NH:4][C:5](=[O:11])[O:6][C:7]([CH3:8])([CH3:9])[CH3:10], predict the reactants needed to synthesize it. The reactants are: [C:1]([CH2:3][NH:4][C:5](=[O:11])[O:6][C:7]([CH3:10])([CH3:9])[CH3:8])#[N:2].C(O)C.[NH2:15][OH:16]. (2) Given the product [F:1][CH:2]([C:7]1[CH:8]=[C:9]([CH:24]=[CH:25][CH:26]=1)[CH2:10][CH:11]1[CH:15]([C:16]2[CH:21]=[CH:20][C:19]([F:22])=[CH:18][CH:17]=2)[O:14][C:13](=[O:23])[N:12]1[C:27]([O:29][C:30]([CH3:33])([CH3:32])[CH3:31])=[O:28])[C:3]([F:6])([CH3:5])[CH3:4], predict the reactants needed to synthesize it. The reactants are: [F:1][CH:2]([C:7]1[CH:8]=[C:9]([CH:24]=[CH:25][CH:26]=1)[CH2:10][CH:11]1[CH:15]([C:16]2[CH:21]=[CH:20][C:19]([F:22])=[CH:18][CH:17]=2)[O:14][C:13](=[O:23])[NH:12]1)[C:3]([F:6])([CH3:5])[CH3:4].[C:27](O[C:27]([O:29][C:30]([CH3:33])([CH3:32])[CH3:31])=[O:28])([O:29][C:30]([CH3:33])([CH3:32])[CH3:31])=[O:28]. (3) Given the product [C:1]([O:5][C:6](=[O:30])[NH:7][C@@H:8]([C:10]1[N:11]([C:21]2[CH:22]=[CH:23][C:24]([O:27][CH2:28][CH3:29])=[CH:25][CH:26]=2)[C:12](=[O:20])[C:13]2[CH2:19][CH2:18][CH2:17][N:16]([C:40](=[O:42])[CH3:41])[C:14]=2[N:15]=1)[CH3:9])([CH3:4])([CH3:2])[CH3:3], predict the reactants needed to synthesize it. The reactants are: [C:1]([O:5][C:6](=[O:30])[NH:7][CH:8]([C:10]1[N:11]([C:21]2[CH:26]=[CH:25][C:24]([O:27][CH2:28][CH3:29])=[CH:23][CH:22]=2)[C:12](=[O:20])[C:13]2[CH2:19][CH2:18][CH2:17][NH:16][C:14]=2[N:15]=1)[CH3:9])([CH3:4])([CH3:3])[CH3:2].C(N(CC)C(C)C)(C)C.[C:40](OC(=O)C)(=[O:42])[CH3:41]. (4) The reactants are: [C:1]([C:4]1[CH:5]=[C:6]([S:10]([NH:13][C:14]2[CH:43]=[CH:42][C:17]([CH2:18][C:19]3[N:20]([CH2:32][C:33]4[CH:41]=[CH:40][C:36]([C:37]([OH:39])=[O:38])=[CH:35][CH:34]=4)[CH:21]=[C:22]([C:24]4[CH:29]=[CH:28][C:27]([Cl:30])=[CH:26][C:25]=4[Cl:31])[N:23]=3)=[CH:16][CH:15]=2)(=[O:12])=[O:11])[CH:7]=[CH:8][CH:9]=1)(=[O:3])[CH3:2].[CH3:44]I. Given the product [C:1]([C:4]1[CH:5]=[C:6]([S:10]([N:13]([CH3:44])[C:14]2[CH:43]=[CH:42][C:17]([CH2:18][C:19]3[N:20]([CH2:32][C:33]4[CH:34]=[CH:35][C:36]([C:37]([OH:39])=[O:38])=[CH:40][CH:41]=4)[CH:21]=[C:22]([C:24]4[CH:29]=[CH:28][C:27]([Cl:30])=[CH:26][C:25]=4[Cl:31])[N:23]=3)=[CH:16][CH:15]=2)(=[O:11])=[O:12])[CH:7]=[CH:8][CH:9]=1)(=[O:3])[CH3:2], predict the reactants needed to synthesize it. (5) Given the product [C:33]([O-:41])(=[O:40])[C:34]1[CH:39]=[CH:38][CH:37]=[CH:36][CH:35]=1.[Na+:43], predict the reactants needed to synthesize it. The reactants are: COC([C@@H](NC([C@@H](N)CC(O)=O)=O)CC1C=CC=CC=1)=O.CC1OS(=O)(=O)[N-]C(=O)C=1.[K+].[C:33]([OH:41])(=[O:40])[C:34]1[CH:39]=[CH:38][CH:37]=[CH:36][CH:35]=1.[OH-].[Na+:43]. (6) Given the product [Br:1][C:2]1[CH:7]=[CH:6][C:5]([C:8]2[O:12][N:11]=[C:14]([CH2:15][O:16][CH:17]3[CH2:22][CH2:21][CH2:20][CH2:19][O:18]3)[CH:9]=2)=[C:4]([CH3:10])[CH:3]=1, predict the reactants needed to synthesize it. The reactants are: [Br:1][C:2]1[CH:7]=[CH:6][C:5]([C:8]#[CH:9])=[C:4]([CH3:10])[CH:3]=1.[N+:11]([CH2:14][CH2:15][O:16][CH:17]1[CH2:22][CH2:21][CH2:20][CH2:19][O:18]1)([O-])=[O:12].C1(N=C=O)C=CC=CC=1.C(N(CC)CC)C.